This data is from Catalyst prediction with 721,799 reactions and 888 catalyst types from USPTO. The task is: Predict which catalyst facilitates the given reaction. (1) Reactant: C([O:4][CH2:5][C:6]1[O:10][C:9]([C:11]2[CH:12]=[C:13]([N:17]3[CH2:26][C@H:25]4[N:21]([CH2:22][CH2:23][CH2:24]4)[C:20]4[N:27]=[C:28]([NH:31][CH2:32][CH3:33])[N:29]=[CH:30][C:19]=4[C:18]3=[O:34])[CH:14]=[CH:15][CH:16]=2)=[N:8][N:7]=1)(=O)C.[OH-].[Na+].C(OCC)(=O)C. Product: [CH2:32]([NH:31][C:28]1[N:29]=[CH:30][C:19]2[C:18](=[O:34])[N:17]([C:13]3[CH:14]=[CH:15][CH:16]=[C:11]([C:9]4[O:10][C:6]([CH2:5][OH:4])=[N:7][N:8]=4)[CH:12]=3)[CH2:26][C@H:25]3[N:21]([CH2:22][CH2:23][CH2:24]3)[C:20]=2[N:27]=1)[CH3:33]. The catalyst class is: 5. (2) Reactant: [NH2:1][C:2]1[N:3]([CH2:24]C2CCCCC2)[C:4](=[O:23])[C:5]2([C:15]3[C:10](=[CH:11][CH:12]=[C:13](Br)[CH:14]=3)[O:9][CH:8]([C:17]3[CH:22]=[CH:21][CH:20]=[CH:19][CH:18]=3)[CH2:7]2)[N:6]=1.[C:31]([CH2:33][C:34]1[CH:35]=[C:36](B(O)O)[CH:37]=[CH:38][CH:39]=1)#[N:32]. Product: [NH2:1][C:2]1[N:3]([CH3:24])[C:4](=[O:23])[C:5]2([C:15]3[C:10](=[CH:11][CH:12]=[C:13]([C:38]4[CH:39]=[C:34]([CH2:33][C:31]#[N:32])[CH:35]=[CH:36][CH:37]=4)[CH:14]=3)[O:9][CH:8]([C:17]3[CH:22]=[CH:21][CH:20]=[CH:19][CH:18]=3)[CH2:7]2)[N:6]=1. The catalyst class is: 806. (3) Product: [CH3:3][N:38]([C:36]([C:33]1[CH:34]=[N:35][C:30]([O:29][CH2:28][C:18]2[C:19]([C:22]3[CH:23]=[CH:24][CH:25]=[CH:26][CH:27]=3)=[N:20][O:21][C:17]=2[CH3:16])=[CH:31][CH:32]=1)=[O:37])[S:39]([CH:42]1[CH2:44][CH2:43]1)(=[O:40])=[O:41]. Reactant: IC.[CH2:3](N(CC)CC)C.C(=O)([O-])[O-].[Na+].[Na+].[CH3:16][C:17]1[O:21][N:20]=[C:19]([C:22]2[CH:27]=[CH:26][CH:25]=[CH:24][CH:23]=2)[C:18]=1[CH2:28][O:29][C:30]1[N:35]=[CH:34][C:33]([C:36]([NH:38][S:39]([CH:42]2[CH2:44][CH2:43]2)(=[O:41])=[O:40])=[O:37])=[CH:32][CH:31]=1. The catalyst class is: 3. (4) Reactant: [P:1](Cl)([Cl:4])([Cl:3])=[O:2].[OH:6][C:7]1[CH:8]=[C:9]2[C:14](=[CH:15][CH:16]=1)[CH:13]=[C:12]([C@H:17]([CH3:22])[C:18]([O:20][CH3:21])=[O:19])[CH:11]=[CH:10]2.C(N(CC)CC)C. Product: [Cl:3][P:1]([O:6][C:7]1[CH:8]=[C:9]2[C:14](=[CH:15][CH:16]=1)[CH:13]=[C:12]([C@H:17]([CH3:22])[C:18]([O:20][CH3:21])=[O:19])[CH:11]=[CH:10]2)([Cl:4])=[O:2]. The catalyst class is: 27.